This data is from Forward reaction prediction with 1.9M reactions from USPTO patents (1976-2016). The task is: Predict the product of the given reaction. (1) Given the reactants Cl.Cl.[N:3]1[CH:8]=[CH:7][CH:6]=[C:5]([C:9]([OH:11])=O)[C:4]=1[C:12]1[CH:17]=[CH:16][N:15]=[CH:14][CH:13]=1.[CH2:18]([C:25]1([OH:31])[CH2:30][CH2:29][NH:28][CH2:27][CH2:26]1)[C:19]1[CH:24]=[CH:23][CH:22]=[CH:21][CH:20]=1.CN(C(ON1N=NC2C=CC=NC1=2)=[N+](C)C)C.F[P-](F)(F)(F)(F)F.C(N(CC)CC)C, predict the reaction product. The product is: [CH2:18]([C:25]1([OH:31])[CH2:30][CH2:29][N:28]([C:9]([C:5]2[C:4]([C:12]3[CH:17]=[CH:16][N:15]=[CH:14][CH:13]=3)=[N:3][CH:8]=[CH:7][CH:6]=2)=[O:11])[CH2:27][CH2:26]1)[C:19]1[CH:20]=[CH:21][CH:22]=[CH:23][CH:24]=1. (2) Given the reactants [N+:1]([C:4]1[CH:11]=[CH:10][C:7]([CH:8]=O)=[CH:6][CH:5]=1)([O-:3])=[O:2].[N:12]1([C:18]([O:20][C:21]([CH3:24])([CH3:23])[CH3:22])=[O:19])[CH2:17][CH2:16][NH:15][CH2:14][CH2:13]1, predict the reaction product. The product is: [N+:1]([C:4]1[CH:11]=[CH:10][C:7]([CH2:8][N:15]2[CH2:14][CH2:13][N:12]([C:18]([O:20][C:21]([CH3:24])([CH3:23])[CH3:22])=[O:19])[CH2:17][CH2:16]2)=[CH:6][CH:5]=1)([O-:3])=[O:2].